Dataset: Full USPTO retrosynthesis dataset with 1.9M reactions from patents (1976-2016). Task: Predict the reactants needed to synthesize the given product. Given the product [Cl:1][C:2]1[C:7]([O:8][CH:9]([F:11])[F:10])=[N:6][CH:5]=[C:4]([CH:3]=1)[CH:12]=[O:13], predict the reactants needed to synthesize it. The reactants are: [Cl:1][C:2]1[CH:3]=[C:4]([CH2:12][OH:13])[CH:5]=[N:6][C:7]=1[O:8][CH:9]([F:11])[F:10].